This data is from Reaction yield outcomes from USPTO patents with 853,638 reactions. The task is: Predict the reaction yield, written as a fraction of the theoretical maximum amount of product (1.0 means a 100% yield; for example, 0.34 means a 34% yield). (1) The reactants are [Cl:1][C:2]1[CH:3]=[C:4]([C:8](=O)[CH2:9][C:10]#[N:11])[CH:5]=[CH:6][CH:7]=1.O.[NH2:14][NH2:15]. The catalyst is C(O)C. The product is [Cl:1][C:2]1[CH:3]=[C:4]([C:8]2[CH:9]=[C:10]([NH2:11])[NH:14][N:15]=2)[CH:5]=[CH:6][CH:7]=1. The yield is 0.700. (2) The reactants are [NH2:1][C:2]1[C:11]2[C:6](=[C:7](Br)[CH:8]=[CH:9][CH:10]=2)[N:5]=[N:4][C:3]=1[C:13]([NH:15][CH2:16][CH2:17][CH3:18])=[O:14].[CH3:19][N:20]1[C:24](B2OC(C)(C)C(C)(C)O2)=[CH:23][C:22]([CH3:34])=[N:21]1. No catalyst specified. The product is [NH2:1][C:2]1[C:11]2[C:6](=[C:7]([C:24]3[N:20]([CH3:19])[N:21]=[C:22]([CH3:34])[CH:23]=3)[CH:8]=[CH:9][CH:10]=2)[N:5]=[N:4][C:3]=1[C:13]([NH:15][CH2:16][CH2:17][CH3:18])=[O:14]. The yield is 0.210. (3) The reactants are I[C:2]1[CH:29]=[CH:28][C:5]2[N:6]([CH2:9][C:10]3[CH:15]=[CH:14][C:13]([O:16][CH2:17][C:18]4[CH:19]=[N:20][C:21]([O:24][CH3:25])=[CH:22][CH:23]=4)=[C:12]([O:26][CH3:27])[CH:11]=3)[CH:7]=[N:8][C:4]=2[CH:3]=1.CC1(C)C(C)(C)OB([C:38]2[CH2:43][CH2:42][N:41]([C:44]([O-:46])=[O:45])[CH2:40][CH:39]=2)O1. The catalyst is O1CCOCC1.C(=O)([O-])[O-].[Na+].[Na+].C1C=CC(P(C2C=CC=CC=2)[C-]2C=CC=C2)=CC=1.C1C=CC(P(C2C=CC=CC=2)[C-]2C=CC=C2)=CC=1.Cl[Pd]Cl.[Fe+2]. The product is [CH3:27][O:26][C:12]1[CH:11]=[C:10]([CH:15]=[CH:14][C:13]=1[O:16][CH2:17][C:18]1[CH:19]=[N:20][C:21]([O:24][CH3:25])=[CH:22][CH:23]=1)[CH2:9][N:6]1[C:5]2[CH:28]=[CH:29][C:2]([C:38]3[CH2:43][CH2:42][N:41]([C:44]([O:46][C:10]([CH3:15])([CH3:11])[CH3:9])=[O:45])[CH2:40][CH:39]=3)=[CH:3][C:4]=2[N:8]=[CH:7]1. The yield is 0.890. (4) The catalyst is CC(C)=O. The reactants are CC(C)=[O:3].OS(O)(=O)=O.O=[Cr](=O)=O.[N+:14]([C:17]1[CH:22]=[CH:21][CH:20]=[CH:19][C:18]=1[C:23]1[CH:27]=[CH:26][S:25][C:24]=1[CH:28]=[O:29])([O-:16])=[O:15].C(O)(C)C. The yield is 0.660. The product is [N+:14]([C:17]1[CH:22]=[CH:21][CH:20]=[CH:19][C:18]=1[C:23]1[CH:27]=[CH:26][S:25][C:24]=1[C:28]([OH:3])=[O:29])([O-:16])=[O:15]. (5) The reactants are [CH2:1]([CH2:3][NH2:4])[OH:2].C(N(CC)CC)C.[C:12]([Si:16](Cl)([C:23]1[CH:28]=[CH:27][CH:26]=[CH:25][CH:24]=1)[C:17]1[CH:22]=[CH:21][CH:20]=[CH:19][CH:18]=1)([CH3:15])([CH3:14])[CH3:13]. The catalyst is CN(C)C1C=CN=CC=1.ClCCl. The product is [Si:16]([O:2][CH2:1][CH2:3][NH2:4])([C:12]([CH3:15])([CH3:14])[CH3:13])([C:23]1[CH:24]=[CH:25][CH:26]=[CH:27][CH:28]=1)[C:17]1[CH:22]=[CH:21][CH:20]=[CH:19][CH:18]=1. The yield is 0.750. (6) The reactants are [Cl:1][C:2]1[CH:3]=[CH:4][CH:5]=[C:6]2[C:10]=1[C:9](=[O:11])[NH:8][CH2:7]2.[H-].[Na+].Br[CH:15]([CH:21]([CH3:23])[CH3:22])[C:16]([O:18][CH2:19][CH3:20])=[O:17].[Cl-].[NH4+]. The catalyst is CN(C=O)C. The product is [Cl:1][C:2]1[CH:3]=[CH:4][CH:5]=[C:6]2[C:10]=1[C:9](=[O:11])[N:8]([CH:15]([CH:21]([CH3:23])[CH3:22])[C:16]([O:18][CH2:19][CH3:20])=[O:17])[CH2:7]2. The yield is 0.150.